Dataset: TCR-epitope binding with 47,182 pairs between 192 epitopes and 23,139 TCRs. Task: Binary Classification. Given a T-cell receptor sequence (or CDR3 region) and an epitope sequence, predict whether binding occurs between them. (1) The epitope is LPPAYTNSF. The TCR CDR3 sequence is CASSLDPELQETQYF. Result: 1 (the TCR binds to the epitope). (2) The epitope is KRWIIMGLNK. The TCR CDR3 sequence is CASSFSSLGEQFF. Result: 1 (the TCR binds to the epitope). (3) The epitope is KMQRMLLEK. The TCR CDR3 sequence is CATSDWTDQETQYF. Result: 0 (the TCR does not bind to the epitope). (4) The epitope is KLNVGDYFV. Result: 0 (the TCR does not bind to the epitope). The TCR CDR3 sequence is CATSEENTGELFF. (5) Result: 0 (the TCR does not bind to the epitope). The epitope is IIKDYGKQM. The TCR CDR3 sequence is CSVELSGINQPQHF. (6) The epitope is QARQMVQAMRTIGTHP. The TCR CDR3 sequence is CASSQDAEGDYGYTF. Result: 1 (the TCR binds to the epitope). (7) Result: 0 (the TCR does not bind to the epitope). The epitope is TLVPQEHYV. The TCR CDR3 sequence is CASSVGGGYNEQFF.